The task is: Regression. Given a peptide amino acid sequence and an MHC pseudo amino acid sequence, predict their binding affinity value. This is MHC class I binding data.. This data is from Peptide-MHC class I binding affinity with 185,985 pairs from IEDB/IMGT. (1) The peptide sequence is LPIDKCSRII. The MHC is HLA-B54:01 with pseudo-sequence HLA-B54:01. The binding affinity (normalized) is 0.350. (2) The peptide sequence is EQYGPRHTL. The MHC is HLA-B39:01 with pseudo-sequence HLA-B39:01. The binding affinity (normalized) is 0.872. (3) The peptide sequence is KAGQYVTIW. The MHC is Mamu-B52 with pseudo-sequence Mamu-B52. The binding affinity (normalized) is 0.303. (4) The peptide sequence is DLEKYNLAF. The MHC is HLA-B39:01 with pseudo-sequence HLA-B39:01. The binding affinity (normalized) is 0.0847. (5) The peptide sequence is TLKDGDFIL. The MHC is HLA-A03:01 with pseudo-sequence HLA-A03:01. The binding affinity (normalized) is 0.0847. (6) The peptide sequence is GSSDFQVHFLK. The MHC is HLA-B14:02 with pseudo-sequence HLA-B14:02. The binding affinity (normalized) is 0.0847.